This data is from Catalyst prediction with 721,799 reactions and 888 catalyst types from USPTO. The task is: Predict which catalyst facilitates the given reaction. (1) Reactant: [CH3:1][NH:2][CH2:3][CH2:4][C@H:5]([O:11][C:12]1[C:21]2[C:16](=[CH:17][CH:18]=[CH:19][CH:20]=2)[CH:15]=[CH:14][CH:13]=1)[C:6]1[S:10][CH:9]=[CH:8][CH:7]=1.[ClH:22]. Product: [CH3:1][NH:2][CH2:3][CH2:4][C@H:5]([O:11][C:12]1[C:21]2[C:16](=[CH:17][CH:18]=[CH:19][CH:20]=2)[CH:15]=[CH:14][CH:13]=1)[C:6]1[S:10][CH:9]=[CH:8][CH:7]=1.[ClH:22]. The catalyst class is: 237. (2) Reactant: O[CH2:2][C:3]1[CH:12]=[N:11][C:10]2[N:9]3[CH2:13][CH2:14][CH2:15][C@H:8]3[C:7](=[O:16])[NH:6][C:5]=2[CH:4]=1.[CH:17]1([NH:20][C:21](=[O:34])[C:22]2[CH:27]=[CH:26][C:25]([N:28]3[CH2:33][CH2:32][NH:31][CH2:30][CH2:29]3)=[CH:24][CH:23]=2)[CH2:19][CH2:18]1.[I-].C(C[P+](C)(C)C)#N.C(N(CC)C(C)C)(C)C. Product: [CH:17]1([NH:20][C:21](=[O:34])[C:22]2[CH:23]=[CH:24][C:25]([N:28]3[CH2:29][CH2:30][N:31]([CH2:2][C:3]4[CH:12]=[N:11][C:10]5[N:9]6[CH2:13][CH2:14][CH2:15][C@H:8]6[C:7](=[O:16])[NH:6][C:5]=5[CH:4]=4)[CH2:32][CH2:33]3)=[CH:26][CH:27]=2)[CH2:19][CH2:18]1. The catalyst class is: 397.